From a dataset of Full USPTO retrosynthesis dataset with 1.9M reactions from patents (1976-2016). Predict the reactants needed to synthesize the given product. (1) The reactants are: C[O:2][C:3](=[O:23])[C:4]1[C:9]([CH3:10])=[CH:8][C:7]([C:11]2[CH:16]=[CH:15][CH:14]=[C:13]([C:17]([F:20])([F:19])[F:18])[CH:12]=2)=[N:6][C:5]=1[O:21][CH3:22].[OH-].[Li+].Cl.O. Given the product [CH3:22][O:21][C:5]1[N:6]=[C:7]([C:11]2[CH:16]=[CH:15][CH:14]=[C:13]([C:17]([F:20])([F:18])[F:19])[CH:12]=2)[CH:8]=[C:9]([CH3:10])[C:4]=1[C:3]([OH:23])=[O:2], predict the reactants needed to synthesize it. (2) Given the product [CH3:1][N:2]([CH3:11])[CH2:3][CH2:4][N:5]1[CH2:10][CH2:9][N:8]([CH2:13][C:14]#[N:15])[CH2:7][CH2:6]1, predict the reactants needed to synthesize it. The reactants are: [CH3:1][N:2]([CH3:11])[CH2:3][CH2:4][N:5]1[CH2:10][CH2:9][NH:8][CH2:7][CH2:6]1.Br[CH2:13][C:14]#[N:15]. (3) Given the product [C:24]([S:37][CH2:2][CH2:3][N:4]1[C:8]2[CH:9]=[CH:10][CH:11]=[CH:12][C:7]=2[N:6]=[C:5]1[C:13]([O:15][CH2:16][CH3:17])=[O:14])([C:25]1[CH:26]=[CH:27][CH:28]=[CH:29][CH:30]=1)([C:31]1[CH:36]=[CH:35][CH:34]=[CH:33][CH:32]=1)[C:18]1[CH:19]=[CH:20][CH:21]=[CH:22][CH:23]=1, predict the reactants needed to synthesize it. The reactants are: Br[CH2:2][CH2:3][N:4]1[C:8]2[CH:9]=[CH:10][CH:11]=[CH:12][C:7]=2[N:6]=[C:5]1[C:13]([O:15][CH2:16][CH3:17])=[O:14].[C:18]1([C:24]([SH:37])([C:31]2[CH:36]=[CH:35][CH:34]=[CH:33][CH:32]=2)[C:25]2[CH:30]=[CH:29][CH:28]=[CH:27][CH:26]=2)[CH:23]=[CH:22][CH:21]=[CH:20][CH:19]=1.C(N(CC)C(C)C)(C)C.C[Si](C)(C)[N-][Si](C)(C)C.[Li+].